From a dataset of Full USPTO retrosynthesis dataset with 1.9M reactions from patents (1976-2016). Predict the reactants needed to synthesize the given product. (1) Given the product [C:9]([NH:12][C:13]1[C:22]2[C:17](=[N:18][C:19]([C:30]3[CH:35]=[CH:34][C:33]([Cl:36])=[CH:32][C:31]=3[Cl:37])=[C:20]([C:23]3[CH:24]=[CH:25][C:26]([Cl:29])=[CH:27][CH:28]=3)[CH:21]=2)[N:16]([CH3:38])[C:15](=[O:39])[C:14]=1[C:40]([N:3]([CH3:4])[CH3:2])=[O:41])(=[O:11])[CH3:10], predict the reactants needed to synthesize it. The reactants are: Cl.[CH3:2][NH:3][CH3:4].[Al](C)(C)C.[C:9]([NH:12][C:13]1[C:22]2[C:17](=[N:18][C:19]([C:30]3[CH:35]=[CH:34][C:33]([Cl:36])=[CH:32][C:31]=3[Cl:37])=[C:20]([C:23]3[CH:28]=[CH:27][C:26]([Cl:29])=[CH:25][CH:24]=3)[CH:21]=2)[N:16]([CH3:38])[C:15](=[O:39])[C:14]=1[C:40](OC)=[O:41])(=[O:11])[CH3:10]. (2) Given the product [CH2:1]([O:3][C:4]([C:6]1[N:7]([CH2:19][C:20]2[C:29]3[C:24](=[CH:25][CH:26]=[CH:27][CH:28]=3)[CH:23]=[CH:22][CH:21]=2)[C:8]2[C:13]([C:14]=1[CH2:15][N:16]([C:31]([O:33][CH3:34])=[O:32])[CH3:17])=[CH:12][C:11]([F:18])=[CH:10][CH:9]=2)=[O:5])[CH3:2], predict the reactants needed to synthesize it. The reactants are: [CH2:1]([O:3][C:4]([C:6]1[N:7]([CH2:19][C:20]2[C:29]3[C:24](=[CH:25][CH:26]=[CH:27][CH:28]=3)[CH:23]=[CH:22][CH:21]=2)[C:8]2[C:13]([C:14]=1[CH2:15][NH:16][CH3:17])=[CH:12][C:11]([F:18])=[CH:10][CH:9]=2)=[O:5])[CH3:2].Cl[C:31]([O:33][CH3:34])=[O:32]. (3) Given the product [C:10]([O:14][C:15](=[O:16])[NH:2][CH:3]1[CH2:8][CH2:7][CH:6]([OH:9])[CH2:5][CH2:4]1)([CH3:13])([CH3:12])[CH3:11], predict the reactants needed to synthesize it. The reactants are: Cl.[NH2:2][C@H:3]1[CH2:8][CH2:7][C@H:6]([OH:9])[CH2:5][CH2:4]1.[C:10]([O:14][C:15](O[C:15]([O:14][C:10]([CH3:13])([CH3:12])[CH3:11])=[O:16])=[O:16])([CH3:13])([CH3:12])[CH3:11].[OH-].[Na+].O. (4) Given the product [CH:40]1([C:9]2[C:8]3[C:12](=[CH:13][C:5]([C:3]([OH:4])=[O:2])=[CH:6][CH:7]=3)[N:11]([CH2:14][C:15]([N:17]3[CH2:22][CH2:21][O:20][CH2:19][CH2:18]3)=[O:16])[C:10]=2[C:23]2[CH:24]=[C:25]3[C:30](=[CH:31][CH:32]=2)[N:29]=[C:28]([C:33]2[S:37][C:36]([CH3:38])=[N:35][C:34]=2[CH3:39])[CH:27]=[CH:26]3)[CH2:45][CH2:44][CH2:43][CH2:42][CH2:41]1, predict the reactants needed to synthesize it. The reactants are: C[O:2][C:3]([C:5]1[CH:13]=[C:12]2[C:8]([C:9]([CH:40]3[CH2:45][CH2:44][CH2:43][CH2:42][CH2:41]3)=[C:10]([C:23]3[CH:24]=[C:25]4[C:30](=[CH:31][CH:32]=3)[N:29]=[C:28]([C:33]3[S:37][C:36]([CH3:38])=[N:35][C:34]=3[CH3:39])[CH:27]=[CH:26]4)[N:11]2[CH2:14][C:15]([N:17]2[CH2:22][CH2:21][O:20][CH2:19][CH2:18]2)=[O:16])=[CH:7][CH:6]=1)=[O:4].O1CCOCC1. (5) Given the product [CH2:15]([C:14]1[N:9]=[C:4]2[C:3]([C:2]([F:10])([F:1])[F:11])=[CH:8][CH:7]=[N:6][N:5]2[CH:13]=1)[C:16]1[CH:21]=[CH:20][CH:19]=[CH:18][CH:17]=1, predict the reactants needed to synthesize it. The reactants are: [F:1][C:2]([F:11])([F:10])[C:3]1[CH:8]=[CH:7][N:6]=[N:5][C:4]=1[NH2:9].Br[CH2:13][C:14](=O)[CH2:15][C:16]1[CH:21]=[CH:20][CH:19]=[CH:18][CH:17]=1.C(=O)(O)[O-].[Na+].